This data is from Full USPTO retrosynthesis dataset with 1.9M reactions from patents (1976-2016). The task is: Predict the reactants needed to synthesize the given product. Given the product [Br:1][C:2]1[C:3]([NH:9][C:10]2[C:11]([CH3:23])=[C:12]([CH:17]=[C:18]([NH2:20])[CH:19]=2)[C:13]([O:15][CH3:16])=[O:14])=[N:4][CH:5]=[C:6]([CH3:8])[CH:7]=1, predict the reactants needed to synthesize it. The reactants are: [Br:1][C:2]1[C:3]([NH:9][C:10]2[C:11]([CH3:23])=[C:12]([CH:17]=[C:18]([N+:20]([O-])=O)[CH:19]=2)[C:13]([O:15][CH3:16])=[O:14])=[N:4][CH:5]=[C:6]([CH3:8])[CH:7]=1.[Sn](Cl)Cl.Cl.[OH-].[Na+].